From a dataset of TCR-epitope binding with 47,182 pairs between 192 epitopes and 23,139 TCRs. Binary Classification. Given a T-cell receptor sequence (or CDR3 region) and an epitope sequence, predict whether binding occurs between them. (1) The epitope is FLPRVFSAV. The TCR CDR3 sequence is CASSKDAAETGGLERDAGELFF. Result: 1 (the TCR binds to the epitope). (2) Result: 0 (the TCR does not bind to the epitope). The TCR CDR3 sequence is CASRGWGGPSEQYF. The epitope is RQLLFVVEV. (3) The epitope is TPQDLNTML. The TCR CDR3 sequence is CASSLGTDEQYF. Result: 0 (the TCR does not bind to the epitope). (4) The epitope is HTTDPSFLGRY. The TCR CDR3 sequence is CASSSGSGGVPEAFF. Result: 1 (the TCR binds to the epitope).